Dataset: Forward reaction prediction with 1.9M reactions from USPTO patents (1976-2016). Task: Predict the product of the given reaction. Given the reactants [NH:1]1[C:9]2[C:4](=[CH:5][C:6]([CH:10]=[O:11])=[CH:7][CH:8]=2)[CH:3]=[CH:2]1.[H-].[Na+].Cl[C:15]([O:17][CH3:18])=[O:16], predict the reaction product. The product is: [CH:10]([C:6]1[CH:5]=[C:4]2[C:9](=[CH:8][CH:7]=1)[N:1]([C:15]([O:17][CH3:18])=[O:16])[CH:2]=[CH:3]2)=[O:11].